This data is from Forward reaction prediction with 1.9M reactions from USPTO patents (1976-2016). The task is: Predict the product of the given reaction. (1) Given the reactants [Br:1][CH2:2][CH2:3][CH2:4][NH2:5].C(N(CC)CC)C.[F:13][C:14]([F:25])([F:24])[C:15](O[C:15](=[O:16])[C:14]([F:25])([F:24])[F:13])=[O:16], predict the reaction product. The product is: [Br:1][CH2:2][CH2:3][CH2:4][NH:5][C:15](=[O:16])[C:14]([F:25])([F:24])[F:13]. (2) Given the reactants [CH:1]([OH:4])([CH3:3])[CH3:2].C(N(CC)CC)C.Cl[C:13]([O:15][CH2:16][Cl:17])=[O:14], predict the reaction product. The product is: [CH:1]([O:4][C:13](=[O:14])[O:15][CH2:16][Cl:17])([CH3:3])[CH3:2]. (3) Given the reactants [CH3:1][O:2][C:3](=[O:25])[C@H:4]([CH2:21][CH2:22][S:23][CH3:24])[NH:5][C:6](=[O:20])[C:7]1[CH:12]=[CH:11][C:10](I)=[CH:9][C:8]=1[C:14]1[CH:19]=[CH:18][CH:17]=[CH:16][CH:15]=1.ClCCl.[C:29]([Sn](CCCC)(CCCC)CCCC)#[CH:30].[I-].Br[C:46]1[CH:47]=[N:48][CH:49]=[CH:50][CH:51]=1.C(N(CC)CC)C, predict the reaction product. The product is: [CH3:1][O:2][C:3](=[O:25])[C@H:4]([CH2:21][CH2:22][S:23][CH3:24])[NH:5][C:6](=[O:20])[C:7]1[CH:12]=[CH:11][C:10]([C:29]#[C:30][C:46]2[CH:47]=[N:48][CH:49]=[CH:50][CH:51]=2)=[CH:9][C:8]=1[C:14]1[CH:19]=[CH:18][CH:17]=[CH:16][CH:15]=1. (4) Given the reactants C(Cl)(=O)C(Cl)=O.[CH3:7][C:8]1[O:12][N:11]=[CH:10][C:9]=1[C:13]([OH:15])=O.[Cl:16][C:17]1[C:18]([NH2:24])=[N:19][C:20]([NH2:23])=[CH:21][N:22]=1, predict the reaction product. The product is: [NH2:24][C:18]1[N:19]=[C:20]([NH:23][C:13]([C:9]2[CH:10]=[N:11][O:12][C:8]=2[CH3:7])=[O:15])[CH:21]=[N:22][C:17]=1[Cl:16]. (5) Given the reactants [CH3:1][O:2][C:3]1[CH:4]=[C:5]([CH:9]([NH:11][CH2:12][C:13]#[CH:14])[CH3:10])[CH:6]=[CH:7][CH:8]=1.Br[C:16]1[CH:17]=[C:18]([C:22]2([F:28])[CH2:27][CH2:26][O:25][CH2:24][CH2:23]2)[CH:19]=[CH:20][CH:21]=1, predict the reaction product. The product is: [CH3:1][O:2][C:3]1[CH:4]=[C:5]([C@H:9]([NH:11][CH2:12][C:13]#[C:14][C:20]2[CH:21]=[CH:16][CH:17]=[C:18]([C:22]3([F:28])[CH2:27][CH2:26][O:25][CH2:24][CH2:23]3)[CH:19]=2)[CH3:10])[CH:6]=[CH:7][CH:8]=1. (6) Given the reactants [Br:1][C:2]1[CH:3]=[C:4]([CH:12]2[C:21]3[C:20](=[O:22])[CH2:19][CH:18]([CH2:23][CH2:24][CH3:25])[CH2:17][C:16]=3[NH:15][C:14]([CH3:26])=[C:13]2[C:27]#[N:28])[CH:5]=[C:6]([O:9][CH2:10][CH3:11])[C:7]=1[OH:8].[Br:29][CH:30]=[CH:31][CH2:32][CH2:33]Br.C(=O)([O-])[O-].[K+].[K+].O, predict the reaction product. The product is: [Br:1][C:2]1[CH:3]=[C:4]([CH:12]2[C:21]3[C:20](=[O:22])[CH2:19][CH:18]([CH2:23][CH2:24][CH3:25])[CH2:17][C:16]=3[NH:15][C:14]([CH3:26])=[C:13]2[C:27]#[N:28])[CH:5]=[C:6]([O:9][CH2:10][CH3:11])[C:7]=1[O:8][CH2:33][CH:32]=[CH:31][CH2:30][Br:29]. (7) Given the reactants [H-].[Na+].[CH2:3]([OH:10])[C:4]1[CH:9]=[CH:8][CH:7]=[CH:6][CH:5]=1.[Cl:11][C:12]1[C:17]([C:18]([F:21])([F:20])[F:19])=[C:16](Cl)[CH:15]=[CH:14][N:13]=1, predict the reaction product. The product is: [CH2:3]([O:10][C:16]1[CH:15]=[CH:14][N:13]=[C:12]([Cl:11])[C:17]=1[C:18]([F:20])([F:21])[F:19])[C:4]1[CH:9]=[CH:8][CH:7]=[CH:6][CH:5]=1.